From a dataset of Reaction yield outcomes from USPTO patents with 853,638 reactions. Predict the reaction yield, written as a fraction of the theoretical maximum amount of product (1.0 means a 100% yield; for example, 0.34 means a 34% yield). (1) The reactants are [CH3:1][C:2]([C:8]1[NH:9][C:10]2[C:15]([CH:16]=1)=[CH:14][C:13]([N+:17]([O-])=O)=[CH:12][CH:11]=2)([CH3:7])[C:3]([O:5][CH3:6])=[O:4]. The catalyst is [Ni].CO. The product is [NH2:17][C:13]1[CH:14]=[C:15]2[C:10](=[CH:11][CH:12]=1)[NH:9][C:8]([C:2]([CH3:7])([CH3:1])[C:3]([O:5][CH3:6])=[O:4])=[CH:16]2. The yield is 0.380. (2) The reactants are [OH:1][CH2:2][C:3]([N:5]([CH2:7][CH2:8][N:9]([C:11]1[CH:16]=[CH:15][C:14]([N+:17]([O-])=O)=[C:13]([O:20][CH3:21])[CH:12]=1)[CH3:10])[CH3:6])=[O:4].C(O)C. The catalyst is CCOC(C)=O.[Pt](=O)=O. The product is [NH2:17][C:14]1[CH:15]=[CH:16][C:11]([N:9]([CH3:10])[CH2:8][CH2:7][N:5]([CH3:6])[C:3](=[O:4])[CH2:2][OH:1])=[CH:12][C:13]=1[O:20][CH3:21]. The yield is 0.830.